Dataset: Catalyst prediction with 721,799 reactions and 888 catalyst types from USPTO. Task: Predict which catalyst facilitates the given reaction. (1) The catalyst class is: 106. Product: [F:1][C:2]1[C:7]([F:8])=[CH:6][C:5]2[NH:9][CH:11]=[N:10][C:4]=2[CH:3]=1. Reactant: [F:1][C:2]1[CH:3]=[C:4]([NH2:10])[C:5]([NH2:9])=[CH:6][C:7]=1[F:8].[CH:11](OCC)(OCC)OCC. (2) Reactant: [B:10]1([B:10]2[O:14][C:13]([CH3:16])([CH3:15])[C:12]([CH3:18])([CH3:17])[O:11]2)[O:14][C:13]([CH3:16])([CH3:15])[C:12]([CH3:18])([CH3:17])[O:11]1.C([O-])(=O)C.[K+].[C:24]([O:28][C:29]([N:31]1[CH2:36][C:35](OS(C(F)(F)F)(=O)=O)=[CH:34][CH2:33][CH2:32]1)=[O:30])([CH3:27])([CH3:26])[CH3:25]. Product: [C:24]([O:28][C:29]([N:31]1[CH2:32][C:33]([B:10]2[O:11][C:12]([CH3:17])([CH3:18])[C:13]([CH3:15])([CH3:16])[O:14]2)=[CH:34][CH2:35][CH2:36]1)=[O:30])([CH3:27])([CH3:25])[CH3:26]. The catalyst class is: 12. (3) Reactant: [P:1]([O:35]C(C)(C)C)([O:30]C(C)(C)C)([O:3][CH2:4][CH2:5][C:6]#[C:7][C:8]1[C:16]2[C:15]([Cl:17])=[N:14][C:13]([NH2:18])=[N:12][C:11]=2[N:10]([CH2:19][C:20]2[C:25]([CH3:26])=[C:24]([O:27][CH3:28])[C:23]([CH3:29])=[CH:22][N:21]=2)[CH:9]=1)=[O:2].[C:40]([OH:46])([C:42]([F:45])([F:44])[F:43])=[O:41]. Product: [P:1]([OH:30])([OH:35])([O:3][CH2:4][CH2:5][C:6]#[C:7][C:8]1[C:16]2[C:15]([Cl:17])=[N:14][C:13]([NH2:18])=[N:12][C:11]=2[N:10]([CH2:19][C:20]2[C:25]([CH3:26])=[C:24]([O:27][CH3:28])[C:23]([CH3:29])=[CH:22][N:21]=2)[CH:9]=1)=[O:2].[C:40]([OH:46])([C:42]([F:45])([F:44])[F:43])=[O:41]. The catalyst class is: 2.